From a dataset of Full USPTO retrosynthesis dataset with 1.9M reactions from patents (1976-2016). Predict the reactants needed to synthesize the given product. (1) Given the product [OH:3][P:2]([O-:5])([O-:4])=[O:1].[Na+:6].[Na+:6].[O-:10][P:9]([O:12][P:2]([O-:4])([O-:3])=[O:1])(=[O:11])[O-:8].[Na+:6].[Na+:6].[Na+:6].[Na+:6], predict the reactants needed to synthesize it. The reactants are: [OH:1][P:2]([O-:5])([O-:4])=[O:3].[Na+:6].[Na+].[OH:8][P:9]([O-:12])([OH:11])=[O:10].[Na+].C(N(CC(O)=O)CC(O)=O)CN(CC(O)=O)CC(O)=O.[OH-].[Na+]. (2) The reactants are: [Cl:1][C:2]1[CH:7]=[CH:6][C:5]([C:8]2[S:31][C:11]3[C:12](=[O:30])[N:13]([CH2:16][C:17]4[CH:22]=[CH:21][CH:20]=[C:19]([O:23][CH2:24][C@H:25]5[CH2:29][CH2:28][CH2:27][NH:26]5)[N:18]=4)[N:14]=[CH:15][C:10]=3[CH:9]=2)=[CH:4][CH:3]=1.[CH2:32]=O. Given the product [Cl:1][C:2]1[CH:3]=[CH:4][C:5]([C:8]2[S:31][C:11]3[C:12](=[O:30])[N:13]([CH2:16][C:17]4[CH:22]=[CH:21][CH:20]=[C:19]([O:23][CH2:24][C@H:25]5[CH2:29][CH2:28][CH2:27][N:26]5[CH3:32])[N:18]=4)[N:14]=[CH:15][C:10]=3[CH:9]=2)=[CH:6][CH:7]=1, predict the reactants needed to synthesize it. (3) Given the product [C:23]([NH:27][S:28]([C:31]1[CH:32]=[CH:33][CH:34]=[C:35]([C:20]2[N:19]=[CH:18][N:17]([C:9]3[N:8]=[C:7]([C:5]4[S:6][C:2]([Cl:1])=[CH:3][CH:4]=4)[CH:12]=[C:11]([C:13]([F:16])([F:15])[F:14])[N:10]=3)[CH:21]=2)[CH:36]=1)(=[O:30])=[O:29])([CH3:26])([CH3:24])[CH3:25], predict the reactants needed to synthesize it. The reactants are: [Cl:1][C:2]1[S:6][C:5]([C:7]2[CH:12]=[C:11]([C:13]([F:16])([F:15])[F:14])[N:10]=[C:9]([N:17]3[CH:21]=[C:20](I)[N:19]=[CH:18]3)[N:8]=2)=[CH:4][CH:3]=1.[C:23]([NH:27][S:28]([C:31]1[CH:32]=[C:33](B(O)O)[CH:34]=[CH:35][CH:36]=1)(=[O:30])=[O:29])([CH3:26])([CH3:25])[CH3:24]. (4) Given the product [NH2:29][CH2:30][CH2:31][CH2:32][CH2:33][CH:34]([OH:45])[C:35]([OH:37])=[O:36], predict the reactants needed to synthesize it. The reactants are: CC(C)C(P(=O)O)NC(=O)CCC1C=CC=CC=1.C(OC([NH:29][CH2:30][CH2:31][CH2:32][CH2:33][C@H:34]([OH:45])[C:35]([O:37]CC1C=CC=CC=1)=[O:36])=O)C1C=CC=CC=1. (5) Given the product [CH3:21][C:20]1[CH:19]=[C:11]([C:12]2[CH:17]=[CH:16][CH:15]=[CH:14][CH:13]=2)[N:9]([C:6]2[CH:7]=[CH:8][C:3]([C:1]#[N:2])=[CH:4][CH:5]=2)[N:10]=1, predict the reactants needed to synthesize it. The reactants are: [C:1]([C:3]1[CH:8]=[CH:7][C:6]([NH:9][NH2:10])=[CH:5][CH:4]=1)#[N:2].[C:11]([CH2:19][C:20](=O)[CH3:21])(=O)[C:12]1[CH:17]=[CH:16][CH:15]=[CH:14][CH:13]=1.C(N(CC)CC)C. (6) Given the product [Cl:17][C:14]1[CH:15]=[CH:16][C:11]([C:10]2[C:3]3[C:2]([N:21]4[CH2:20][CH2:19][N:18]([C:24]([O:26][C:27]([CH3:30])([CH3:29])[CH3:28])=[O:25])[CH2:23][CH2:22]4)=[N:7][CH:6]=[N:5][C:4]=3[S:8][CH:9]=2)=[CH:12][CH:13]=1, predict the reactants needed to synthesize it. The reactants are: Cl[C:2]1[C:3]2[C:10]([C:11]3[CH:16]=[CH:15][C:14]([Cl:17])=[CH:13][CH:12]=3)=[CH:9][S:8][C:4]=2[N:5]=[CH:6][N:7]=1.[N:18]1([C:24]([O:26][C:27]([CH3:30])([CH3:29])[CH3:28])=[O:25])[CH2:23][CH2:22][NH:21][CH2:20][CH2:19]1.C(NC(C)C)(C)C. (7) Given the product [CH3:18][Si:19]([CH3:26])([CH3:25])[CH2:20][CH2:21][O:22][CH2:23][N:8]1[C:7]2[C:11](=[N:12][CH:13]=[N:14][C:6]=2[NH:5][C:3](=[O:4])[CH:2]([CH3:15])[CH3:1])[N:10]=[CH:9]1, predict the reactants needed to synthesize it. The reactants are: [CH3:1][CH:2]([CH3:15])[C:3]([NH:5][C:6]1[N:14]=[CH:13][N:12]=[C:11]2[C:7]=1[NH:8][CH:9]=[N:10]2)=[O:4].[H-].[Na+].[CH3:18][Si:19]([CH3:26])([CH3:25])[CH2:20][CH2:21][O:22][CH2:23]Cl.